This data is from Reaction yield outcomes from USPTO patents with 853,638 reactions. The task is: Predict the reaction yield, written as a fraction of the theoretical maximum amount of product (1.0 means a 100% yield; for example, 0.34 means a 34% yield). (1) The reactants are [CH3:1][C:2]1([CH3:19])[O:7][CH:6]([C:8]2[CH:17]=[CH:16][C:11]([C:12]([O:14][CH3:15])=[O:13])=[CH:10][CH:9]=2)[CH2:5][C:4](=O)[CH2:3]1.Cl.[CH3:21][O:22][NH2:23]. The catalyst is N1C=CC=CC=1. The product is [CH3:21][O:22][N:23]=[C:4]1[CH2:3][C:2]([CH3:19])([CH3:1])[O:7][CH:6]([C:8]2[CH:17]=[CH:16][C:11]([C:12]([O:14][CH3:15])=[O:13])=[CH:10][CH:9]=2)[CH2:5]1. The yield is 0.880. (2) The reactants are [Cl:1][C:2]1[CH:7]=[C:6]2[NH:8][C:9](=[O:31])[C:10]3([CH:15]([C:16]4[CH:21]=[CH:20][CH:19]=[C:18]([Cl:22])[CH:17]=4)[CH2:14][C:13](=[O:23])[N:12]([CH2:24][C:25](F)=[O:26])[CH:11]3[C:28]([CH3:30])=[CH2:29])[C:5]2=[CH:4][CH:3]=1.[CH3:32][N:33]1[CH2:38][CH2:37][CH:36]([NH2:39])[CH2:35][CH2:34]1.CN1CCOCC1. The catalyst is CN(C)C1C=CN=CC=1.O1CCCC1. The product is [Cl:1][C:2]1[CH:7]=[C:6]2[NH:8][C:9](=[O:31])[C:10]3([CH:15]([C:16]4[CH:21]=[CH:20][CH:19]=[C:18]([Cl:22])[CH:17]=4)[CH2:14][C:13](=[O:23])[N:12]([CH2:24][C:25]([NH:39][CH:36]4[CH2:37][CH2:38][N:33]([CH3:32])[CH2:34][CH2:35]4)=[O:26])[CH:11]3[C:28]([CH3:30])=[CH2:29])[C:5]2=[CH:4][CH:3]=1. The yield is 0.312. (3) The reactants are [N-:1]=[C:2]=[S:3].[Na+].N1C=CC=CC=1.CS(O[N:16]=[C:17](Cl)[C@H:18]1[CH2:22][O:21][C:20]2([CH2:27][CH2:26][CH2:25][CH2:24][CH2:23]2)[O:19]1)(=O)=O.[CH3:29][C:30]1[C:35]([O:36][C:37]2[C:38]([NH2:50])=[N:39][CH:40]=[C:41]([S:43][C:44]3[CH:49]=[CH:48][CH:47]=[CH:46][N:45]=3)[CH:42]=2)=[CH:34][CH:33]=[C:32]([CH3:51])[N:31]=1. The catalyst is C(#N)C. The product is [CH3:29][C:30]1[C:35]([O:36][C:37]2[C:38]([NH:50][C:2]3[S:3][N:16]=[C:17]([C@H:18]4[CH2:22][O:21][C:20]5([CH2:23][CH2:24][CH2:25][CH2:26][CH2:27]5)[O:19]4)[N:1]=3)=[N:39][CH:40]=[C:41]([S:43][C:44]3[CH:49]=[CH:48][CH:47]=[CH:46][N:45]=3)[CH:42]=2)=[CH:34][CH:33]=[C:32]([CH3:51])[N:31]=1. The yield is 0.420. (4) The reactants are [NH2:1][C:2]1[N:3]=[C:4]2[CH:9]=[CH:8][C:7]([O:10][C:11]3[CH:12]=[C:13]([NH:17][C:18](=[O:29])[C:19]4[CH:24]=[CH:23][CH:22]=[C:21]([C:25]([F:28])([F:27])[F:26])[CH:20]=4)[CH:14]=[CH:15][CH:16]=3)=[N:6][N:5]2[CH:30]=1.[OH:31][CH2:32][CH2:33][C:34](O)=[O:35].[Cl-].COC1N=C(OC)N=C([N+]2(C)CCOCC2)N=1.[Cl-].[NH4+]. The catalyst is CN(C)C=O. The product is [OH:35][CH2:34][CH2:33][C:32]([NH:1][C:2]1[N:3]=[C:4]2[CH:9]=[CH:8][C:7]([O:10][C:11]3[CH:12]=[C:13]([NH:17][C:18](=[O:29])[C:19]4[CH:24]=[CH:23][CH:22]=[C:21]([C:25]([F:28])([F:27])[F:26])[CH:20]=4)[CH:14]=[CH:15][CH:16]=3)=[N:6][N:5]2[CH:30]=1)=[O:31]. The yield is 0.170. (5) The reactants are [Cl:1][C:2]1[CH:16]=[CH:15][C:5]2[N:6]=[C:7]([N:9]3[CH2:14][CH2:13][NH:12][CH2:11][CH2:10]3)[O:8][C:4]=2[CH:3]=1.[N:17]1[CH:22]=[CH:21][CH:20]=[CH:19][C:18]=1[S:23]([NH:26][C:27]1[CH:28]=[C:29]([CH:33]=[CH:34][CH:35]=1)[C:30](O)=[O:31])(=[O:25])=[O:24].CCN(CC)CC.CN(C(ON1N=NC2C=CC=CC1=2)=[N+](C)C)C.[B-](F)(F)(F)F. The catalyst is C(#N)C. The product is [Cl:1][C:2]1[CH:16]=[CH:15][C:5]2[N:6]=[C:7]([N:9]3[CH2:14][CH2:13][N:12]([C:30]([C:29]4[CH:28]=[C:27]([NH:26][S:23]([C:18]5[CH:19]=[CH:20][CH:21]=[CH:22][N:17]=5)(=[O:24])=[O:25])[CH:35]=[CH:34][CH:33]=4)=[O:31])[CH2:11][CH2:10]3)[O:8][C:4]=2[CH:3]=1. The yield is 0.680.